From a dataset of Full USPTO retrosynthesis dataset with 1.9M reactions from patents (1976-2016). Predict the reactants needed to synthesize the given product. (1) Given the product [F:23][C:22]1[C:16]2[O:15][CH2:14][C@H:13]([CH2:12][N:28]3[CH2:33][CH2:32][O:31][CH2:30][CH2:29]3)[O:18][C:17]=2[CH:19]=[C:20]([S:24]([CH3:27])(=[O:25])=[O:26])[CH:21]=1, predict the reactants needed to synthesize it. The reactants are: CC1C=CC(S(O[CH2:12][C@@H:13]2[O:18][C:17]3[CH:19]=[C:20]([S:24]([CH3:27])(=[O:26])=[O:25])[CH:21]=[C:22]([F:23])[C:16]=3[O:15][CH2:14]2)(=O)=O)=CC=1.[NH:28]1[CH2:33][CH2:32][O:31][CH2:30][CH2:29]1. (2) Given the product [CH2:33]([O:32][C:29]1[CH:28]=[C:6]([CH:5]=[C:4]([O:3][CH2:1][CH3:2])[C:30]=1[C:39]1[CH:40]=[N:35][CH:36]=[N:37][CH:38]=1)[CH2:7][N:8]1[CH2:9][C:10]2([CH2:15][C:14]([N:16]3[CH2:21][CH2:20][C:19]([CH3:27])([C:22]([OH:24])=[O:23])[CH2:18][CH2:17]3)=[N:13][O:12]2)[CH2:11]1)[CH3:34], predict the reactants needed to synthesize it. The reactants are: [CH2:1]([O:3][C:4]1[CH:5]=[C:6]([CH:28]=[C:29]([O:32][CH2:33][CH3:34])[C:30]=1I)[CH2:7][N:8]1[CH2:11][C:10]2([CH2:15][C:14]([N:16]3[CH2:21][CH2:20][C:19]([CH3:27])([C:22]([O:24]CC)=[O:23])[CH2:18][CH2:17]3)=[N:13][O:12]2)[CH2:9]1)[CH3:2].[N:35]1[CH:40]=[C:39](B(O)O)[CH:38]=[N:37][CH:36]=1. (3) Given the product [NH2:1][C:2]1[N:7]=[C:6]([C:8]2[CH:13]=[CH:12][CH:11]=[CH:10][CH:9]=2)[C:5]([C:14]2[CH:15]=[CH:16][C:17](=[O:23])[N:18]([CH:20]([CH3:22])[CH3:21])[N:19]=2)=[CH:4][C:3]=1[C:25]1[CH:30]=[CH:29][CH:28]=[CH:27][CH:26]=1, predict the reactants needed to synthesize it. The reactants are: [NH2:1][C:2]1[N:7]=[C:6]([C:8]2[CH:13]=[CH:12][CH:11]=[CH:10][CH:9]=2)[C:5]([C:14]2[CH:15]=[CH:16][C:17](=[O:23])[N:18]([CH:20]([CH3:22])[CH3:21])[N:19]=2)=[CH:4][C:3]=1I.[C:25]1(OB(O)O)[CH:30]=[CH:29][CH:28]=[CH:27][CH:26]=1.C([O-])([O-])=O.[Na+].[Na+].C([O-])(O)=O.[Na+]. (4) Given the product [CH2:1]([C:8]1[CH:9]=[N:10][C:11]2[C:16]([C:17]=1[C:18]1[CH:19]=[C:20]([NH:24][CH2:29][C:31]3[CH:32]=[CH:33][CH:34]=[C:35]4[C:39]=3[NH:38][CH:37]=[CH:36]4)[CH:21]=[CH:22][CH:23]=1)=[CH:15][CH:14]=[CH:13][C:12]=2[C:25]([F:28])([F:26])[F:27])[C:2]1[CH:3]=[CH:4][CH:5]=[CH:6][CH:7]=1, predict the reactants needed to synthesize it. The reactants are: [CH2:1]([C:8]1[CH:9]=[N:10][C:11]2[C:16]([C:17]=1[C:18]1[CH:19]=[C:20]([NH2:24])[CH:21]=[CH:22][CH:23]=1)=[CH:15][CH:14]=[CH:13][C:12]=2[C:25]([F:28])([F:27])[F:26])[C:2]1[CH:7]=[CH:6][CH:5]=[CH:4][CH:3]=1.[CH:29]([C:31]1[CH:32]=[CH:33][CH:34]=[C:35]2[C:39]=1[NH:38][CH:37]=[CH:36]2)=O. (5) Given the product [C:27]([O:23][CH:12]([C:13]1[CH:22]=[CH:21][CH:20]=[C:19]2[C:14]=1[CH:15]=[CH:16][N:17]=[CH:18]2)[C:11]([NH:10][CH2:9][C:8]1[CH:7]=[CH:6][C:5]([C:1]([CH3:4])([CH3:2])[CH3:3])=[CH:26][CH:25]=1)=[O:24])(=[O:29])[CH3:28], predict the reactants needed to synthesize it. The reactants are: [C:1]([C:5]1[CH:26]=[CH:25][C:8]([CH2:9][NH:10][C:11](=[O:24])[CH:12]([OH:23])[C:13]2[CH:22]=[CH:21][CH:20]=[C:19]3[C:14]=2[CH:15]=[CH:16][N:17]=[CH:18]3)=[CH:7][CH:6]=1)([CH3:4])([CH3:3])[CH3:2].[C:27](OC(=O)C)(=[O:29])[CH3:28].